The task is: Predict the reactants needed to synthesize the given product.. This data is from Full USPTO retrosynthesis dataset with 1.9M reactions from patents (1976-2016). (1) Given the product [F:24][C:18]1[CH:19]=[C:20]([F:23])[CH:21]=[CH:22][C:17]=1[C:13]1[CH:14]=[CH:15][CH:16]=[C:11]([N:7]2[CH2:6][CH2:5][C:4]([CH2:1][CH2:2][CH2:3][OH:35])([C:25]3[CH:30]=[CH:29][CH:28]=[CH:27][CH:26]=3)[O:9][C:8]2=[O:10])[CH:12]=1, predict the reactants needed to synthesize it. The reactants are: [CH2:1]([C:4]1([C:25]2[CH:30]=[CH:29][CH:28]=[CH:27][CH:26]=2)[O:9][C:8](=[O:10])[N:7]([C:11]2[CH:12]=[C:13]([C:17]3[CH:22]=[CH:21][C:20]([F:23])=[CH:19][C:18]=3[F:24])[CH:14]=[CH:15][CH:16]=2)[CH2:6][CH2:5]1)[CH:2]=[CH2:3].B.C1C[O:35]CC1. (2) The reactants are: [Br:1][C:2]1[C:7]([CH3:8])=[CH:6][C:5]([OH:9])=[CH:4][C:3]=1[CH3:10].[O-]S(C(F)(F)[F:16])(=O)=O.F[N+]1C=CC=CC=1.S([O-])([O-])(=O)=S.[Na+].[Na+]. Given the product [Br:1][C:2]1[C:7]([CH3:8])=[CH:6][C:5]([OH:9])=[C:4]([F:16])[C:3]=1[CH3:10], predict the reactants needed to synthesize it. (3) Given the product [N:12]1([C:2]2[CH:7]=[C:6]([N:12]3[CH2:17][CH2:16][CH2:15][CH2:14][CH2:13]3)[CH:5]=[CH:4][C:3]=2[N+:9]([O-:11])=[O:10])[CH2:17][CH2:16][CH2:15][CH2:14][CH2:13]1, predict the reactants needed to synthesize it. The reactants are: F[C:2]1[CH:7]=[C:6](F)[CH:5]=[CH:4][C:3]=1[N+:9]([O-:11])=[O:10].[NH:12]1[CH2:17][CH2:16][CH2:15][CH2:14][CH2:13]1. (4) Given the product [Cl:1][C:2]1[N:7]=[C:6]([O:8][CH3:9])[C:5]([NH2:10])=[CH:4][N:3]=1, predict the reactants needed to synthesize it. The reactants are: [Cl:1][C:2]1[N:7]=[C:6]([O:8][CH3:9])[C:5]([N+:10]([O-])=O)=[C:4](C)[N:3]=1.S(S([O-])=O)([O-])=O.[Na+].[Na+]. (5) Given the product [C:25]([O:24][C:22]([N:29]1[CH2:34][CH2:33][N:32]([CH2:14][CH2:13][O:12][C:10]2[CH:9]=[C:8]([C:16]3[CH:21]=[CH:20][CH:19]=[CH:18][CH:17]=3)[N:7]=[C:6]([C:4]([O:3][CH2:1][CH3:2])=[O:5])[CH:11]=2)[CH2:31][CH2:30]1)=[O:23])([CH3:28])([CH3:26])[CH3:27], predict the reactants needed to synthesize it. The reactants are: [CH2:1]([O:3][C:4]([C:6]1[CH:11]=[C:10]([O:12][CH2:13][CH2:14]Br)[CH:9]=[C:8]([C:16]2[CH:21]=[CH:20][CH:19]=[CH:18][CH:17]=2)[N:7]=1)=[O:5])[CH3:2].[C:22]([N:29]1[CH2:34][CH2:33][NH:32][CH2:31][CH2:30]1)([O:24][C:25]([CH3:28])([CH3:27])[CH3:26])=[O:23].CCN(C(C)C)C(C)C. (6) Given the product [CH3:19][O:20][CH2:21][O:1][C:2]1[C:6]([C:7]([O:9][CH2:10][CH3:11])=[O:8])=[CH:5][N:4]([C:12]([O:14][C:15]([CH3:17])([CH3:16])[CH3:18])=[O:13])[N:3]=1, predict the reactants needed to synthesize it. The reactants are: [OH:1][C:2]1[C:6]([C:7]([O:9][CH2:10][CH3:11])=[O:8])=[CH:5][N:4]([C:12]([O:14][C:15]([CH3:18])([CH3:17])[CH3:16])=[O:13])[N:3]=1.[CH3:19][O:20][CH2:21]Cl.C(N(CC)C(C)C)(C)C.C(=O)([O-])O.[Na+]. (7) Given the product [CH3:29][N:28]1[CH2:27][CH2:26][NH:25][C:24](=[O:30])[C:4]2[C:5](=[CH:6][N:2]([CH3:1])[N:3]=2)[NH:7][C:8](=[O:9])[C:10]2=[N:11][C:12](=[CH:13][CH:14]=[CH:15]2)[C:16]2=[CH:20][N:19]([N:18]=[CH:17]2)[CH2:21][CH2:22]1, predict the reactants needed to synthesize it. The reactants are: [CH3:1][N:2]1[CH:6]=[C:5]([NH:7][C:8]([C:10]2[CH:15]=[CH:14][CH:13]=[C:12]([C:16]3[CH:17]=[N:18][N:19]([CH2:21][CH2:22]Cl)[CH:20]=3)[N:11]=2)=[O:9])[C:4]([C:24](=[O:30])[NH:25][CH2:26][CH2:27][NH:28][CH3:29])=[N:3]1.C(N(C(C)C)C(C)C)C.[I-].[K+].